From a dataset of Full USPTO retrosynthesis dataset with 1.9M reactions from patents (1976-2016). Predict the reactants needed to synthesize the given product. (1) Given the product [C:45]([O:49][C:50](=[O:51])[NH:52][C@@H:53]1[CH2:57][CH2:56][CH2:55][C@@H:54]1[C:58]([N:21]1[CH2:22][CH2:23][CH:18]([N:4]([CH:1]2[CH2:3][CH2:2]2)[S:5]([C:8]2[CH:13]=[CH:12][CH:11]=[C:10]([C:14]([F:17])([F:15])[F:16])[CH:9]=2)(=[O:6])=[O:7])[CH2:19][CH2:20]1)=[O:59])([CH3:48])([CH3:46])[CH3:47], predict the reactants needed to synthesize it. The reactants are: [CH:1]1([N:4]([CH:18]2[CH2:23][CH2:22][NH:21][CH2:20][CH2:19]2)[S:5]([C:8]2[CH:13]=[CH:12][CH:11]=[C:10]([C:14]([F:17])([F:16])[F:15])[CH:9]=2)(=[O:7])=[O:6])[CH2:3][CH2:2]1.C1C=CC2N(O)N=NC=2C=1.CCN=C=NCCCN(C)C.[C:45]([O:49][C:50]([NH:52][C@H:53]1[CH2:57][CH2:56][CH2:55][C@H:54]1[C:58](O)=[O:59])=[O:51])([CH3:48])([CH3:47])[CH3:46]. (2) Given the product [C:1]([O:5][C:6]([NH:8][S:9]([NH:21][CH2:22][C:23]1[CH:24]=[CH:25][C:26]([CH:29]([CH3:35])[C:30]([O:32][CH2:33][CH3:34])=[O:31])=[CH:27][CH:28]=1)(=[O:11])=[O:10])=[O:7])([CH3:4])([CH3:2])[CH3:3], predict the reactants needed to synthesize it. The reactants are: [C:1]([O:5][C:6]([NH:8][S:9](N1C=CC(=[N+](C)C)C=C1)(=[O:11])=[O:10])=[O:7])([CH3:4])([CH3:3])[CH3:2].[NH2:21][CH2:22][C:23]1[CH:28]=[CH:27][C:26]([CH:29]([CH3:35])[C:30]([O:32][CH2:33][CH3:34])=[O:31])=[CH:25][CH:24]=1. (3) Given the product [Br:28][C:18]1[CH:19]=[C:20]([O:21][C:22]2[CH:27]=[CH:26][CH:25]=[CH:24][CH:23]=2)[C:15]([NH:14][C:11]2[S:12][CH:13]=[C:9]([CH2:8][CH2:7][C:6]3[O:3][C:1]([CH3:2])=[N:4][N:5]=3)[N:10]=2)=[N:16][CH:17]=1, predict the reactants needed to synthesize it. The reactants are: [C:1]([NH:4][NH:5][C:6](=O)[CH2:7][CH2:8][C:9]1[N:10]=[C:11]([NH:14][C:15]2[C:20]([O:21][C:22]3[CH:27]=[CH:26][CH:25]=[CH:24][CH:23]=3)=[CH:19][C:18]([Br:28])=[CH:17][N:16]=2)[S:12][CH:13]=1)(=[O:3])[CH3:2].O=P(Cl)(Cl)Cl. (4) The reactants are: [CH3:1][C:2]1[N:7]=[CH:6][C:5]([N:8]2[CH:12]=[C:11]([C:13]3[CH:18]=[CH:17][CH:16]=[CH:15][N:14]=3)[N:10]=[C:9]2[C:19]2[CH:24]=[CH:23][C:22]([NH:25][C:26]3[C:31]([NH2:32])=[CH:30][CH:29]=[CH:28][N:27]=3)=[CH:21][CH:20]=2)=[CH:4][CH:3]=1.[CH2:33]([O:35][C:36](OCC)(OCC)OCC)[CH3:34].C(O)(=O)CC. Given the product [CH2:33]([O:35][C:36]1[N:25]([C:22]2[CH:21]=[CH:20][C:19]([C:9]3[N:8]([C:5]4[CH:6]=[N:7][C:2]([CH3:1])=[CH:3][CH:4]=4)[CH:12]=[C:11]([C:13]4[CH:18]=[CH:17][CH:16]=[CH:15][N:14]=4)[N:10]=3)=[CH:24][CH:23]=2)[C:26]2=[N:27][CH:28]=[CH:29][CH:30]=[C:31]2[N:32]=1)[CH3:34], predict the reactants needed to synthesize it. (5) Given the product [CH3:30][O:31][C:32](=[O:33])[C:34]([O:10][N:9]=[C:11]([NH2:12])[C:13]12[N:19]([C:20]([O:22][CH2:23][C:24]3[CH:25]=[CH:26][CH:27]=[CH:28][CH:29]=3)=[O:21])[CH:16]([CH2:17][CH2:18]1)[CH2:15][CH2:14]2)=[CH:35][C:36]([O:38][CH3:39])=[O:37], predict the reactants needed to synthesize it. The reactants are: C(N(CC)CC)C.Cl.[NH2:9][OH:10].[C:11]([C:13]12[N:19]([C:20]([O:22][CH2:23][C:24]3[CH:29]=[CH:28][CH:27]=[CH:26][CH:25]=3)=[O:21])[CH:16]([CH2:17][CH2:18]1)[CH2:15][CH2:14]2)#[N:12].[CH3:30][O:31][C:32]([C:34]#[C:35][C:36]([O:38][CH3:39])=[O:37])=[O:33].